Task: Regression. Given a peptide amino acid sequence and an MHC pseudo amino acid sequence, predict their binding affinity value. This is MHC class I binding data.. Dataset: Peptide-MHC class I binding affinity with 185,985 pairs from IEDB/IMGT (1) The peptide sequence is AVDLLKNYMQL. The MHC is Mamu-B03 with pseudo-sequence Mamu-B03. The binding affinity (normalized) is 0. (2) The peptide sequence is TMLYNKMEF. The MHC is HLA-B15:17 with pseudo-sequence HLA-B15:17. The binding affinity (normalized) is 0.470. (3) The peptide sequence is YIALGRARV. The MHC is HLA-B15:01 with pseudo-sequence HLA-B15:01. The binding affinity (normalized) is 0.0847.